From a dataset of Full USPTO retrosynthesis dataset with 1.9M reactions from patents (1976-2016). Predict the reactants needed to synthesize the given product. Given the product [Cl:1][C:2]1[CH:7]=[CH:6][C:5]([O:8][CH:9]2[CH2:14][CH2:13][N:12]([S:23]([CH3:22])(=[O:25])=[O:24])[CH2:11][CH2:10]2)=[CH:4][N:3]=1, predict the reactants needed to synthesize it. The reactants are: [Cl:1][C:2]1[CH:7]=[CH:6][C:5]([O:8][CH:9]2[CH2:14][CH2:13][NH:12][CH2:11][CH2:10]2)=[CH:4][N:3]=1.CCN(CC)CC.[CH3:22][S:23](Cl)(=[O:25])=[O:24].